This data is from Full USPTO retrosynthesis dataset with 1.9M reactions from patents (1976-2016). The task is: Predict the reactants needed to synthesize the given product. (1) Given the product [CH3:52][N:51]([CH2:50][CH2:49][CH2:48][N:47]([CH3:56])[CH3:46])[C:25]([C:22]1[N:14]2[C:13]([CH2:12][N:11]([C:9]([C:8]3[CH:7]=[CH:6][C:5]([C:28]4[CH:33]=[CH:32][CH:31]=[CH:30][C:29]=4[CH3:34])=[CH:4][C:3]=3[O:2][CH3:1])=[O:10])[C:17]3[CH:18]=[CH:19][CH:20]=[CH:21][C:16]=3[CH2:15]2)=[CH:24][CH:23]=1)=[O:27], predict the reactants needed to synthesize it. The reactants are: [CH3:1][O:2][C:3]1[CH:4]=[C:5]([C:28]2[CH:33]=[CH:32][CH:31]=[CH:30][C:29]=2[CH3:34])[CH:6]=[CH:7][C:8]=1[C:9]([N:11]1[C:17]2[CH:18]=[CH:19][CH:20]=[CH:21][C:16]=2[CH2:15][N:14]2[C:22]([C:25]([OH:27])=O)=[CH:23][CH:24]=[C:13]2[CH2:12]1)=[O:10].ON1C2C=CC=CC=2N=N1.Cl.[CH3:46][N:47]([CH3:56])[CH2:48][CH2:49][CH2:50][N:51]=[C:52]=NCC.C(N(CC)C(C)C)(C)C. (2) Given the product [F:17][C:2]1[N:7]=[C:6]([C:8]#[N:9])[C:5]([S:10][C:11]2[CH:16]=[CH:15][CH:14]=[CH:13][CH:12]=2)=[N:4][CH:3]=1, predict the reactants needed to synthesize it. The reactants are: Cl[C:2]1[N:7]=[C:6]([C:8]#[N:9])[C:5]([S:10][C:11]2[CH:16]=[CH:15][CH:14]=[CH:13][CH:12]=2)=[N:4][CH:3]=1.[F-:17].[K+].C(OCC)(=O)C.O. (3) Given the product [F:45][C:44]([F:47])([F:46])[CH2:43][O:32][C:31]([N:10]1[CH2:9][C@H:8]([NH:7][C:6]([O:5][C:1]([CH3:4])([CH3:2])[CH3:3])=[O:30])[C:14](=[O:15])[N:13]([CH2:16][CH2:17][O:18][CH2:19][C:20]2[CH:25]=[CH:24][CH:23]=[CH:22][CH:21]=2)[C:12]2[CH:26]=[CH:27][CH:28]=[CH:29][C:11]1=2)=[O:34], predict the reactants needed to synthesize it. The reactants are: [C:1]([O:5][C:6](=[O:30])[NH:7][CH:8]1[C:14](=[O:15])[N:13]([CH2:16][CH2:17][O:18][CH2:19][C:20]2[CH:25]=[CH:24][CH:23]=[CH:22][CH:21]=2)[C:12]2[CH:26]=[CH:27][CH:28]=[CH:29][C:11]=2[NH:10][CH2:9]1)([CH3:4])([CH3:3])[CH3:2].[C:31](=[O:34])([O-])[O-:32].[Cs+].[Cs+].FC(F)(F)S(O[CH2:43][C:44]([F:47])([F:46])[F:45])(=O)=O.